Dataset: Reaction yield outcomes from USPTO patents with 853,638 reactions. Task: Predict the reaction yield, written as a fraction of the theoretical maximum amount of product (1.0 means a 100% yield; for example, 0.34 means a 34% yield). (1) The reactants are [N+:1]([C:4]1[NH:8][N:7]=[C:6]([NH:9][C:10](=[O:16])[O:11][C:12]([CH3:15])([CH3:14])[CH3:13])[CH:5]=1)([O-])=O. The yield is 0.770. The catalyst is CCOC(C)=O.[Pd]. The product is [NH2:1][C:4]1[NH:8][N:7]=[C:6]([NH:9][C:10](=[O:16])[O:11][C:12]([CH3:14])([CH3:13])[CH3:15])[CH:5]=1. (2) The reactants are N[C:2]1[C:7]([F:8])=[C:6]([Cl:9])[CH:5]=[CH:4][C:3]=1[CH2:10][CH2:11][OH:12].[BrH:13].N([O-])=O.[Na+]. The catalyst is O.[Cu]Br. The product is [Br:13][C:2]1[C:7]([F:8])=[C:6]([Cl:9])[CH:5]=[CH:4][C:3]=1[CH2:10][CH2:11][OH:12]. The yield is 0.790.